Dataset: Forward reaction prediction with 1.9M reactions from USPTO patents (1976-2016). Task: Predict the product of the given reaction. (1) Given the reactants [Na+].[C:2]1([C:8]2[CH:24]=[CH:23][C:11]([C:12]([O:14][CH2:15][C:16]([F:22])([F:21])[S:17]([O-:20])(=[O:19])=[O:18])=[O:13])=[CH:10][CH:9]=2)[CH:7]=[CH:6][CH:5]=[CH:4][CH:3]=1.[Na].FC(F)(F)S([O-])(=O)=O.[C:34]1([CH:40]([SH+:47][C:48]2[CH:53]=[CH:52][CH:51]=[CH:50][CH:49]=2)[C:41]2[CH:46]=[CH:45][CH:44]=[CH:43][CH:42]=2)[CH:39]=[CH:38][CH:37]=[CH:36][CH:35]=1, predict the reaction product. The product is: [C:41]1([CH:40]([SH+:47][C:48]2[CH:53]=[CH:52][CH:51]=[CH:50][CH:49]=2)[C:34]2[CH:39]=[CH:38][CH:37]=[CH:36][CH:35]=2)[CH:42]=[CH:43][CH:44]=[CH:45][CH:46]=1.[F:22][C:16]([F:21])([S:17]([OH:20])(=[O:19])=[O:18])[CH2:15][O:14][C:12](=[O:13])[C:11]1[CH:10]=[CH:9][C:8]([C:2]2[CH:7]=[CH:6][CH:5]=[CH:4][CH:3]=2)=[CH:24][CH:23]=1. (2) Given the reactants [C:1]1(B(O)O)[C:10]2[C:5](=[CH:6][CH:7]=[CH:8][CH:9]=2)[CH:4]=[CH:3][CH:2]=1.Br[C:15]1[CH:20]=[CH:19][C:18]([C:21]([N:23]2[C:29]3[CH:30]=[CH:31][CH:32]=[CH:33][C:28]=3[CH2:27][N:26]3[CH:34]=[CH:35][CH:36]=[C:25]3[CH2:24]2)=[O:22])=[C:17]([Cl:37])[CH:16]=1.C(=O)([O-])[O-].[Na+].[Na+], predict the reaction product. The product is: [Cl:37][C:17]1[CH:16]=[C:15]([C:1]2[C:10]3[C:5](=[CH:6][CH:7]=[CH:8][CH:9]=3)[CH:4]=[CH:3][CH:2]=2)[CH:20]=[CH:19][C:18]=1[C:21]([N:23]1[C:29]2[CH:30]=[CH:31][CH:32]=[CH:33][C:28]=2[CH2:27][N:26]2[CH:34]=[CH:35][CH:36]=[C:25]2[CH2:24]1)=[O:22]. (3) The product is: [CH2:40]([NH:37][C:38]([NH:1][CH2:2][C:3]1[CH:4]=[C:5]([NH:13][C:14]([CH:16]2[CH2:25][C:24]3[CH:23]=[C:22]([O:26][C:27]4[CH:32]=[CH:31][N:30]=[C:29]([C:33]([NH:35][CH3:36])=[O:34])[CH:28]=4)[CH:21]=[CH:20][C:19]=3[CH2:18][CH2:17]2)=[O:15])[CH:6]=[C:7]([C:9]([F:12])([F:10])[F:11])[CH:8]=1)=[O:39])[CH3:41]. Given the reactants [NH2:1][CH2:2][C:3]1[CH:4]=[C:5]([NH:13][C:14]([CH:16]2[CH2:25][C:24]3[CH:23]=[C:22]([O:26][C:27]4[CH:32]=[CH:31][N:30]=[C:29]([C:33]([NH:35][CH3:36])=[O:34])[CH:28]=4)[CH:21]=[CH:20][C:19]=3[CH2:18][CH2:17]2)=[O:15])[CH:6]=[C:7]([C:9]([F:12])([F:11])[F:10])[CH:8]=1.[N:37]([CH2:40][CH3:41])=[C:38]=[O:39], predict the reaction product. (4) Given the reactants CN(C(ON1N=NC2C=CC=NC1=2)=[N+](C)C)C.F[P-](F)(F)(F)(F)F.[C:25]([O:29][C:30]([NH:32][C:33]1[CH:41]=[C:40]([O:42][CH3:43])[C:36]([C:37]([OH:39])=O)=[C:35]([O:44][CH3:45])[CH:34]=1)=[O:31])([CH3:28])([CH3:27])[CH3:26].[O:46]1[CH2:51][CH2:50][N:49]([CH2:52][CH2:53][CH2:54][NH2:55])[CH2:48][CH2:47]1.CCN(C(C)C)C(C)C, predict the reaction product. The product is: [CH3:43][O:42][C:40]1[CH:41]=[C:33]([NH:32][C:30](=[O:31])[O:29][C:25]([CH3:26])([CH3:27])[CH3:28])[CH:34]=[C:35]([O:44][CH3:45])[C:36]=1[C:37](=[O:39])[NH:55][CH2:54][CH2:53][CH2:52][N:49]1[CH2:50][CH2:51][O:46][CH2:47][CH2:48]1. (5) The product is: [Br:10][C:4]1[CH:3]=[C:2]([CH:7]=[C:6]([O:8][CH3:9])[CH:5]=1)[CH:19]=[O:20]. Given the reactants Br[C:2]1[CH:7]=[C:6]([O:8][CH3:9])[CH:5]=[C:4]([Br:10])[CH:3]=1.[Li]CCCC.CN([CH:19]=[O:20])C.O, predict the reaction product.